This data is from Forward reaction prediction with 1.9M reactions from USPTO patents (1976-2016). The task is: Predict the product of the given reaction. Given the reactants Cl[C:2]1[C:3](=[O:18])[N:4]([CH:15]([CH3:17])[CH3:16])[S:5](=[O:14])(=[O:13])[C:6]=1[C:7]1[CH:12]=[CH:11][CH:10]=[CH:9][CH:8]=1.[NH2:19][CH:20]1[CH2:25][CH2:24][N:23]([CH2:26][CH2:27][C:28]#[N:29])[CH2:22][CH2:21]1.O, predict the reaction product. The product is: [CH:15]([N:4]1[C:3](=[O:18])[C:2]([NH:19][CH:20]2[CH2:25][CH2:24][N:23]([CH2:26][CH2:27][C:28]#[N:29])[CH2:22][CH2:21]2)=[C:6]([C:7]2[CH:12]=[CH:11][CH:10]=[CH:9][CH:8]=2)[S:5]1(=[O:14])=[O:13])([CH3:17])[CH3:16].